This data is from Reaction yield outcomes from USPTO patents with 853,638 reactions. The task is: Predict the reaction yield, written as a fraction of the theoretical maximum amount of product (1.0 means a 100% yield; for example, 0.34 means a 34% yield). (1) The reactants are [CH2:1]([C@@H:8]([NH:12]C(=O)OC(C)(C)C)[CH:9]([OH:11])[CH3:10])[C:2]1[CH:7]=[CH:6][CH:5]=[CH:4][CH:3]=1.C(=O)([O-])[O-].[K+].[K+]. The catalyst is O1CCOCC1.O. The product is [NH2:12][C@H:8]([CH2:1][C:2]1[CH:7]=[CH:6][CH:5]=[CH:4][CH:3]=1)[CH:9]([OH:11])[CH3:10]. The yield is 0.250. (2) The reactants are C(NC(C)C)(C)C.[Li]CCCC.[C:13]([O:17][C:18]([N:20]1[CH2:25][CH2:24][C:23](=[O:26])[C:22]([CH3:28])([CH3:27])[CH2:21]1)=[O:19])([CH3:16])([CH3:15])[CH3:14].[CH3:29][O:30][C:31](C#N)=[O:32]. The catalyst is C1COCC1.O.C1COCC1.O.[N+]([O-])([O-])=O.[Ag+].CC(O)=O. The product is [CH3:29][O:30][C:31]([CH:24]1[C:23](=[O:26])[C:22]([CH3:28])([CH3:27])[CH2:21][N:20]([C:18]([O:17][C:13]([CH3:16])([CH3:14])[CH3:15])=[O:19])[CH2:25]1)=[O:32]. The yield is 0.780. (3) The reactants are O=[C:2]1[CH2:7][CH2:6][N:5](C(OC(C)(C)C)=O)[CH2:4][CH2:3]1.[CH2:15]([O:22][C:23]1[CH:31]=[C:30]([F:32])[CH:29]=[C:28]2[C:24]=1[CH:25]=[CH:26][N:27]2[CH2:33][CH3:34])[C:16]1[CH:21]=[CH:20][CH:19]=[CH:18][CH:17]=1.FC(F)(F)C(O)=O. The catalyst is C(O)(=O)C. The product is [CH2:15]([O:22][C:23]1[CH:31]=[C:30]([F:32])[CH:29]=[C:28]2[C:24]=1[C:25]([C:2]1[CH2:3][CH2:4][NH:5][CH2:6][CH:7]=1)=[CH:26][N:27]2[CH2:33][CH3:34])[C:16]1[CH:17]=[CH:18][CH:19]=[CH:20][CH:21]=1. The yield is 0.320. (4) The reactants are C([C:3]1[C:4]([B:21]2[O:25]C(C)(C)[C:23]([CH3:29])(C)[O:22]2)=[C:5]([CH:18]=[CH:19][CH:20]=1)[O:6][CH2:7][CH2:8][CH2:9][NH:10][C:11](=[O:17])[O:12][C:13]([CH3:16])([CH3:15])[CH3:14])=O.C[N+:31]([O-:33])=[O:32].[OH-].[Na+].Cl. The catalyst is CCCCCCCCCCCCCCCC[N+](C)(C)C.[Br-].C1COCC1.O. The product is [OH:25][B:21]1[C:4]2[C:5]([O:6][CH2:7][CH2:8][CH2:9][NH:10][C:11](=[O:17])[O:12][C:13]([CH3:14])([CH3:15])[CH3:16])=[CH:18][CH:19]=[CH:20][C:3]=2[CH:23]([CH2:29][N+:31]([O-:33])=[O:32])[O:22]1. The yield is 0.645. (5) The reactants are [CH3:1][C@@:2]12[C:19]([CH3:21])([CH3:20])[C@@H:5]([C:6]3[C:7](=[O:18])[N:8]([C:11]4[CH:16]=[CH:15][C:14]([CH3:17])=[CH:13][CH:12]=4)[NH:9][C:10]=31)[CH2:4][CH2:3]2.S(OC)(O[CH3:26])(=O)=O. The catalyst is [OH-].[Na+].O. The product is [CH3:26][N:9]1[C:10]2[C@@:2]3([CH3:1])[C:19]([CH3:21])([CH3:20])[C@H:5]([CH2:4][CH2:3]3)[C:6]=2[C:7](=[O:18])[N:8]1[C:11]1[CH:16]=[CH:15][C:14]([CH3:17])=[CH:13][CH:12]=1.[CH3:26][O:18][C:7]1[N:8]([C:11]2[CH:16]=[CH:15][C:14]([CH3:17])=[CH:13][CH:12]=2)[N:9]=[C:10]2[C:6]=1[C@@H:5]1[C:19]([CH3:21])([CH3:20])[C@@:2]2([CH3:1])[CH2:3][CH2:4]1. The yield is 0.200.